From a dataset of Catalyst prediction with 721,799 reactions and 888 catalyst types from USPTO. Predict which catalyst facilitates the given reaction. (1) The catalyst class is: 4. Reactant: [CH:1]1([C:4]2[N:8]=[C:7]([CH:9]3[CH2:14][CH:13]([C:15]4[CH:20]=[CH:19][C:18]([O:21][C:22]([F:25])([F:24])[F:23])=[CH:17][CH:16]=4)[CH2:12][N:11](C(OC(C)(C)C)=O)[CH2:10]3)[O:6][N:5]=2)[CH2:3][CH2:2]1.[F:33][C:34]([F:39])([F:38])[C:35]([OH:37])=[O:36]. Product: [F:33][C:34]([F:39])([F:38])[C:35]([OH:37])=[O:36].[CH:1]1([C:4]2[N:8]=[C:7]([CH:9]3[CH2:14][CH:13]([C:15]4[CH:20]=[CH:19][C:18]([O:21][C:22]([F:23])([F:25])[F:24])=[CH:17][CH:16]=4)[CH2:12][NH:11][CH2:10]3)[O:6][N:5]=2)[CH2:2][CH2:3]1. (2) Reactant: COC1C=CC(C[N:8](CC2C=CC(OC)=CC=2)[C:9]2[CH:10]=[C:11]3[C:16](=[CH:17][N:18]=2)[C:15]([N:19]2[C:27](=[O:28])[C:26]4[C:21](=[CH:22][CH:23]=[CH:24][CH:25]=4)[C:20]2=[O:29])=[N:14][CH:13]=[CH:12]3)=CC=1.FC(F)(F)C(O)=O. Product: [NH2:8][C:9]1[CH:10]=[C:11]2[C:16](=[CH:17][N:18]=1)[C:15]([N:19]1[C:27](=[O:28])[C:26]3[C:21](=[CH:22][CH:23]=[CH:24][CH:25]=3)[C:20]1=[O:29])=[N:14][CH:13]=[CH:12]2. The catalyst class is: 4. (3) Reactant: [F:1][C:2]1[CH:7]=[CH:6][C:5]([Mg]Br)=[CH:4][CH:3]=1.[CH2:10]([N:17]1[CH2:22][CH2:21][C:20](=[O:23])[CH2:19][CH2:18]1)[C:11]1[CH:16]=[CH:15][CH:14]=[CH:13][CH:12]=1. Product: [CH2:10]([N:17]1[CH2:22][CH2:21][C:20]([C:5]2[CH:6]=[CH:7][C:2]([F:1])=[CH:3][CH:4]=2)([OH:23])[CH2:19][CH2:18]1)[C:11]1[CH:12]=[CH:13][CH:14]=[CH:15][CH:16]=1. The catalyst class is: 1. (4) Reactant: F[C:2]1[C:7]([NH2:8])=[CH:6][CH:5]=[C:4]([F:9])[N:3]=1.C[N:11]([CH:13]=O)[CH3:12].[C:15]([O-:18])([O-])=O.[K+].[K+]. Product: [F:9][C:4]1[N:3]=[C:2]2[O:18][C:15]([C:6]3[CH:7]=[CH:2][C:13]([NH:11][CH3:12])=[CH:4][CH:5]=3)=[N:8][C:7]2=[CH:6][CH:5]=1. The catalyst class is: 202. (5) Product: [CH3:29][C:25]1[C:26]([CH3:28])=[CH:27][C:13]2[N:12]([CH2:11][C:10]([NH:9][CH2:8][CH2:7][C:6]([OH:31])=[O:5])=[O:30])[C:21]3[C:16]([C:17](=[O:23])[NH:18][C:19](=[O:22])[N:20]=3)=[N:15][C:14]=2[CH:24]=1. Reactant: C([O:5][C:6](=[O:31])[CH2:7][CH2:8][NH:9][C:10](=[O:30])[CH2:11][N:12]1[C:21]2[C:16]([C:17](=[O:23])[NH:18][C:19](=[O:22])[N:20]=2)=[N:15][C:14]2[CH:24]=[C:25]([CH3:29])[C:26]([CH3:28])=[CH:27][C:13]1=2)(C)(C)C.FC(F)(F)C(O)=O. The catalyst class is: 2. (6) Reactant: [NH2:1][C:2]1[N:3]([C:17]2[CH:22]=[CH:21][CH:20]=[C:19]([O:23][CH3:24])[CH:18]=2)[N:4]=[C:5]2[C:14]3[CH:13]=[CH:12][C:11]([OH:15])=[CH:10][C:9]=3[NH:8][C:7](=[O:16])[C:6]=12.Cl.Cl[CH2:27][CH2:28][N:29]1[CH2:34][CH2:33][O:32][CH2:31][CH2:30]1.C(=O)([O-])[O-].[K+].[K+].[I-].[K+]. Product: [NH2:1][C:2]1[N:3]([C:17]2[CH:22]=[CH:21][CH:20]=[C:19]([O:23][CH3:24])[CH:18]=2)[N:4]=[C:5]2[C:14]3[CH:13]=[CH:12][C:11]([O:15][CH2:27][CH2:28][N:29]4[CH2:34][CH2:33][O:32][CH2:31][CH2:30]4)=[CH:10][C:9]=3[NH:8][C:7](=[O:16])[C:6]=12. The catalyst class is: 145.